From a dataset of Full USPTO retrosynthesis dataset with 1.9M reactions from patents (1976-2016). Predict the reactants needed to synthesize the given product. (1) Given the product [NH2:1][C@H:2]([C:41]([OH:42])=[O:22])[CH2:3][CH2:4][CH2:12][CH2:7][NH2:6], predict the reactants needed to synthesize it. The reactants are: [NH2:1][CH2:2][CH2:3][C:4]1[C:12]2[C:7](=CC=CC=2)[NH:6]C=1.C1C=CC2N([OH:22])N=NC=2C=1.C1CCC(N=C=NC2CCCCC2)CC1.CN([CH:41]=[O:42])C. (2) Given the product [Br:1][C:2]1[CH:7]=[CH:6][N:5]=[C:4]([NH:9][NH2:10])[CH:3]=1, predict the reactants needed to synthesize it. The reactants are: [Br:1][C:2]1[CH:7]=[CH:6][N:5]=[C:4](F)[CH:3]=1.[NH2:9][NH2:10]. (3) Given the product [CH2:1]([O:3][C:4]([C:6]1[N:7]([C:27]2[CH:32]=[CH:31][C:30]([O:33][CH:34]([CH3:35])[CH3:36])=[CH:29][CH:28]=2)[C:8]2[C:13]([C:14]=1[N:15]([C:23](=[O:25])[CH3:24])[C:16]([O:18][C:19]([CH3:20])([CH3:21])[CH3:22])=[O:17])=[CH:12][C:11]([O:26][C:43]1[CH:42]=[CH:41][C:40]([O:39][C:38]([F:37])([F:49])[F:50])=[CH:45][CH:44]=1)=[CH:10][CH:9]=2)=[O:5])[CH3:2], predict the reactants needed to synthesize it. The reactants are: [CH2:1]([O:3][C:4]([C:6]1[N:7]([C:27]2[CH:32]=[CH:31][C:30]([O:33][CH:34]([CH3:36])[CH3:35])=[CH:29][CH:28]=2)[C:8]2[C:13]([C:14]=1[N:15]([C:23](=[O:25])[CH3:24])[C:16]([O:18][C:19]([CH3:22])([CH3:21])[CH3:20])=[O:17])=[CH:12][C:11]([OH:26])=[CH:10][CH:9]=2)=[O:5])[CH3:2].[F:37][C:38]([F:50])([F:49])[O:39][C:40]1[CH:45]=[CH:44][C:43](B(O)O)=[CH:42][CH:41]=1. (4) Given the product [Br:1][C:2]1[CH:7]=[CH:6][C:5]([CH:8]([C:26]([CH:23]2[CH2:25][CH2:24]2)=[O:27])[C:9]#[N:10])=[CH:4][C:3]=1[O:11][CH3:12], predict the reactants needed to synthesize it. The reactants are: [Br:1][C:2]1[CH:7]=[CH:6][C:5]([CH2:8][C:9]#[N:10])=[CH:4][C:3]=1[O:11][CH3:12].C[Si]([N-][Si](C)(C)C)(C)C.[Li+].[CH:23]1([C:26](Cl)=[O:27])[CH2:25][CH2:24]1.[NH4+].[Cl-]. (5) The reactants are: C1(P(C2C=CC=CC=2)C2C=CC=CC=2)C=CC=CC=1.BrN1C(=O)CCC1=O.[CH:28]([N:31]1[C:39]2[C:34](=[CH:35][CH:36]=[C:37]([CH3:40])[CH:38]=2)[C:33]([C:41]([OH:43])=O)=[CH:32]1)([CH3:30])[CH3:29].[NH2:44][C:45]1[S:46][CH:47]=[CH:48][N:49]=1. Given the product [S:46]1[CH:47]=[CH:48][N:49]=[C:45]1[NH:44][C:41]([C:33]1[C:34]2[C:39](=[CH:38][C:37]([CH3:40])=[CH:36][CH:35]=2)[N:31]([CH:28]([CH3:29])[CH3:30])[CH:32]=1)=[O:43], predict the reactants needed to synthesize it. (6) Given the product [Cl:15][C:16]1[CH:17]=[C:18]([CH:22]=[CH:23][CH:24]=1)[CH2:19][N:20]([CH3:21])[C:12](=[O:14])[CH2:11][CH2:10][CH2:9][S:8][C:5]1[CH:4]=[CH:3][C:2]([OH:1])=[CH:7][CH:6]=1, predict the reactants needed to synthesize it. The reactants are: [OH:1][C:2]1[CH:7]=[CH:6][C:5]([S:8][CH2:9][CH2:10][CH2:11][C:12]([OH:14])=O)=[CH:4][CH:3]=1.[Cl:15][C:16]1[CH:17]=[C:18]([CH:22]=[CH:23][CH:24]=1)[CH2:19][NH:20][CH3:21]. (7) Given the product [CH3:1][C:2]1[N:3]([CH2:22][C:19]2[CH:20]=[CH:21][S:17][CH:18]=2)[C:4]2[C:9]([C:10]=1[CH3:11])=[CH:8][C:7]([C:12]([O:14][CH2:15][CH3:16])=[O:13])=[CH:6][CH:5]=2, predict the reactants needed to synthesize it. The reactants are: [CH3:1][C:2]1[NH:3][C:4]2[C:9]([C:10]=1[CH3:11])=[CH:8][C:7]([C:12]([O:14][CH2:15][CH3:16])=[O:13])=[CH:6][CH:5]=2.[S:17]1[CH:21]=[CH:20][C:19]([CH2:22]O)=[CH:18]1. (8) Given the product [N:16]1[CH:17]=[CH:18][N:19]2[CH:24]=[CH:23][C:22]([CH2:25][NH:26][C:27]([C:29]3[S:33][C:32]([C:34]([N:6]4[CH2:7][CH2:8][CH2:9][CH:5]4[CH2:1][CH:2]([CH3:4])[CH3:3])=[O:35])=[CH:31][CH:30]=3)=[O:28])=[CH:21][C:20]=12, predict the reactants needed to synthesize it. The reactants are: [CH2:1]([CH:5]1[CH2:9][CH2:8][CH2:7][NH:6]1)[CH:2]([CH3:4])[CH3:3].CC(C)CCN.[N:16]1[CH:17]=[CH:18][N:19]2[CH:24]=[CH:23][C:22]([CH2:25][NH:26][C:27]([C:29]3[S:33][C:32]([C:34]([O-])=[O:35])=[CH:31][CH:30]=3)=[O:28])=[CH:21][C:20]=12.[Li+].[N+](C1C=CC(C(O)=O)=CC=1)([O-])=O. (9) Given the product [CH:9]1([NH:8][CH2:14][C:15]([F:23])([CH2:21][CH3:22])[C:16]([O:18][CH2:19][CH3:20])=[O:17])[CH2:10][CH2:11][CH2:12][CH2:13]1, predict the reactants needed to synthesize it. The reactants are: C([N:8]([CH2:14][C:15]([F:23])([CH2:21][CH3:22])[C:16]([O:18][CH2:19][CH3:20])=[O:17])[CH:9]1[CH2:13][CH2:12][CH2:11][CH2:10]1)C1C=CC=CC=1.C(O)(C(F)(F)F)=O.